Dataset: Full USPTO retrosynthesis dataset with 1.9M reactions from patents (1976-2016). Task: Predict the reactants needed to synthesize the given product. (1) Given the product [CH3:20][S:21]([O:16][CH:15]([CH:12]1[CH2:13][CH2:14][N:9]([C:7]2[O:6][N:5]=[C:4]([CH:2]([CH3:1])[CH3:3])[N:8]=2)[CH2:10][CH2:11]1)[CH3:25])(=[O:23])=[O:22], predict the reactants needed to synthesize it. The reactants are: [CH3:1][CH:2]([C:4]1[N:8]=[C:7]([N:9]2[CH2:14][CH2:13][CH:12]([CH:15]=[O:16])[CH2:11][CH2:10]2)[O:6][N:5]=1)[CH3:3].C[Mg]Br.[CH3:20][S:21](Cl)(=[O:23])=[O:22].[CH3:25]CN(CC)CC. (2) Given the product [Br:1][C:2]1[CH:3]=[C:4]([NH:5][CH2:10][C:11]([OH:13])=[O:12])[CH:6]=[CH:7][CH:8]=1, predict the reactants needed to synthesize it. The reactants are: [Br:1][C:2]1[CH:3]=[C:4]([CH:6]=[CH:7][CH:8]=1)[NH2:5].Br[CH2:10][C:11]([OH:13])=[O:12].C(N(CC)CC)C. (3) The reactants are: Br[CH2:2][CH2:3][O:4][C:5]1[CH:10]=[CH:9][C:8]([C:11]2[C:15]3[CH:16]=[CH:17][C:18]([F:20])=[CH:19][C:14]=3[O:13][N:12]=2)=[CH:7][CH:6]=1.[CH2:21]1[C:30]2[C:25](=[CH:26][CH:27]=[CH:28][CH:29]=2)[CH2:24][CH2:23][NH:22]1.C(=O)([O-])[O-].[K+].[K+].[I-].[K+]. Given the product [F:20][C:18]1[CH:17]=[CH:16][C:15]2[C:11]([C:8]3[CH:9]=[CH:10][C:5]([O:4][CH2:3][CH2:2][N:22]4[CH2:23][CH2:24][C:25]5[C:30](=[CH:29][CH:28]=[CH:27][CH:26]=5)[CH2:21]4)=[CH:6][CH:7]=3)=[N:12][O:13][C:14]=2[CH:19]=1, predict the reactants needed to synthesize it. (4) The reactants are: P(Cl)(Cl)(Cl)=O.C([N:10]1[C:14]([CH3:15])=[C:13]([C:16](=O)[CH3:17])[CH:12]=[N:11]1)(C)(C)C.[ClH:19].NO.[OH-].[Na+].C[N:25]([CH3:28])C=O. Given the product [Cl:19]/[C:16](/[C:13]1[CH:12]=[N:11][NH:10][C:14]=1[CH3:15])=[CH:17]\[C:28]#[N:25], predict the reactants needed to synthesize it. (5) Given the product [CH3:1][O:2][C:3]1[CH:4]=[C:5]([CH2:10][CH2:11][OH:12])[CH:6]=[CH:7][C:8]=1[CH3:9], predict the reactants needed to synthesize it. The reactants are: [CH3:1][O:2][C:3]1[CH:4]=[C:5]([CH2:10][C:11](O)=[O:12])[CH:6]=[CH:7][C:8]=1[CH3:9].CO.CCOC(C)=O.CCCCCCC. (6) Given the product [CH3:13][Si:14]([CH3:16])([CH3:15])[CH2:17][CH2:18][O:19][CH2:20][O:1][N:2]1[C:3](=[O:12])[C:4]2[C:5](=[CH:8][CH:9]=[CH:10][CH:11]=2)[C:6]1=[O:7], predict the reactants needed to synthesize it. The reactants are: [OH:1][N:2]1[C:6](=[O:7])[C:5]2=[CH:8][CH:9]=[CH:10][CH:11]=[C:4]2[C:3]1=[O:12].[CH3:13][Si:14]([CH2:17][CH2:18][O:19][CH2:20]Cl)([CH3:16])[CH3:15].C(N(CC)CC)C.